Task: Predict the product of the given reaction.. Dataset: Forward reaction prediction with 1.9M reactions from USPTO patents (1976-2016) (1) Given the reactants [Cl:1][C:2]1[CH:3]=[C:4]([NH:14][CH:15]2[CH2:20][CH2:19][O:18][CH2:17][CH2:16]2)[C:5]([CH2:12][CH3:13])=[C:6]([CH:11]=1)[C:7]([O:9][CH3:10])=[O:8].[CH:21](=O)[CH3:22].C(O)(=O)C.C(O[BH-](OC(=O)C)OC(=O)C)(=O)C.[Na+].C([O-])(O)=O.[Na+], predict the reaction product. The product is: [Cl:1][C:2]1[CH:3]=[C:4]([N:14]([CH2:21][CH3:22])[CH:15]2[CH2:20][CH2:19][O:18][CH2:17][CH2:16]2)[C:5]([CH2:12][CH3:13])=[C:6]([CH:11]=1)[C:7]([O:9][CH3:10])=[O:8]. (2) Given the reactants [NH:1]1[CH2:4][CH:3]([CH2:5][C:6]2[N:7]([CH3:33])[C:8]3[C:13]([N:14]=2)=[C:12]([N:15]2[CH2:20][CH2:19][O:18][CH2:17][CH2:16]2)[N:11]=[C:10]([N:21]2[C:25]4[CH:26]=[CH:27][CH:28]=[CH:29][C:24]=4[N:23]=[C:22]2[CH:30](C)C)[N:9]=3)[CH2:2]1.Cl[C:35]([C:37]([O:40][C:41](=[O:43])[CH3:42])([CH3:39])[CH3:38])=[O:36].CCN(CC)CC, predict the reaction product. The product is: [CH3:38][C:37]([O:40][C:41](=[O:43])[CH3:42])([CH3:39])[C:35]([N:1]1[CH2:2][CH:3]([CH2:5][C:6]2[N:7]([CH3:33])[C:8]3[C:13]([N:14]=2)=[C:12]([N:15]2[CH2:20][CH2:19][O:18][CH2:17][CH2:16]2)[N:11]=[C:10]([N:21]2[C:25]4[CH:26]=[CH:27][CH:28]=[CH:29][C:24]=4[N:23]=[C:22]2[CH3:30])[N:9]=3)[CH2:4]1)=[O:36].